Dataset: Full USPTO retrosynthesis dataset with 1.9M reactions from patents (1976-2016). Task: Predict the reactants needed to synthesize the given product. (1) Given the product [Cl:1][C:2]1[CH:13]=[C:12]([O:14][C:15]([F:16])([F:18])[F:17])[CH:11]=[CH:10][C:3]=1[O:4][CH2:5][CH2:6][OH:7], predict the reactants needed to synthesize it. The reactants are: [Cl:1][C:2]1[CH:13]=[C:12]([O:14][C:15]([F:18])([F:17])[F:16])[CH:11]=[CH:10][C:3]=1[O:4][CH2:5][C:6](OC)=[O:7].[H-].C([Al+]CC(C)C)C(C)C. (2) Given the product [Cl:1][C:2]1[CH:26]=[C:25]([Cl:27])[C:24]([C:28]2[CH:33]=[CH:32][C:31]([F:34])=[CH:30][N:29]=2)=[CH:23][C:3]=1[C:4]([NH:6][C:7]1[N:11]([C:12]2[CH:13]=[CH:14][CH:15]=[CH:16][CH:17]=2)[N:10]=[C:9]([C:18]([OH:20])=[O:19])[CH:8]=1)=[O:5], predict the reactants needed to synthesize it. The reactants are: [Cl:1][C:2]1[CH:26]=[C:25]([Cl:27])[C:24]([C:28]2[CH:33]=[CH:32][C:31]([F:34])=[CH:30][N:29]=2)=[CH:23][C:3]=1[C:4]([NH:6][C:7]1[N:11]([C:12]2[CH:17]=[CH:16][CH:15]=[CH:14][CH:13]=2)[N:10]=[C:9]([C:18]([O:20]CC)=[O:19])[CH:8]=1)=[O:5].[OH-].[Na+]. (3) Given the product [CH2:1]([O:3][C:4](=[O:25])[CH2:5][CH2:6][C:7]1[N:15]([CH2:16][C:17]([O:19][C:20]([CH3:22])([CH3:21])[CH3:23])=[O:18])[C:14]2[CH:13]=[C:12]([Cl:24])[N:11]=[CH:10][C:9]=2[CH:8]=1)[CH3:2], predict the reactants needed to synthesize it. The reactants are: [CH2:1]([O:3][C:4](=[O:25])[CH:5]=[CH:6][C:7]1[N:15]([CH2:16][C:17]([O:19][C:20]([CH3:23])([CH3:22])[CH3:21])=[O:18])[C:14]2[CH:13]=[C:12]([Cl:24])[N:11]=[CH:10][C:9]=2[CH:8]=1)[CH3:2]. (4) Given the product [Cl:30][C:27]1[CH:28]=[CH:29][C:6]2[C:5]([CH2:4][C:3]([OH:31])=[O:2])=[C:13]3[N:8]([C:7]=2[N:26]=1)[CH2:9][CH:10]([N:14]([S:16]([C:19]1[CH:24]=[CH:23][C:22]([F:25])=[CH:21][CH:20]=1)(=[O:18])=[O:17])[CH3:15])[CH2:11][CH2:12]3, predict the reactants needed to synthesize it. The reactants are: C[O:2][C:3](=[O:31])[CH2:4][C:5]1[C:6]2[CH:29]=[CH:28][C:27]([Cl:30])=[N:26][C:7]=2[N:8]2[C:13]=1[CH2:12][CH2:11][CH:10]([N:14]([S:16]([C:19]1[CH:24]=[CH:23][C:22]([F:25])=[CH:21][CH:20]=1)(=[O:18])=[O:17])[CH3:15])[CH2:9]2.O.[Li+].[OH-].CC(O)=O. (5) Given the product [C:23]([C:25]1[CH:26]=[CH:27][C:28]([O:19][CH2:18][CH2:17][N:4]([CH2:3][C:2]([CH3:21])([CH3:20])[CH3:1])[C:5]2[CH:12]=[CH:11][C:8]([C:9]#[N:10])=[C:7]([C:13]([F:14])([F:15])[F:16])[CH:6]=2)=[CH:29][CH:30]=1)(=[O:24])[CH3:22], predict the reactants needed to synthesize it. The reactants are: [CH3:1][C:2]([CH3:21])([CH3:20])[CH2:3][N:4]([CH2:17][CH2:18][OH:19])[C:5]1[CH:12]=[CH:11][C:8]([C:9]#[N:10])=[C:7]([C:13]([F:16])([F:15])[F:14])[CH:6]=1.[CH3:22][C:23]([C:25]1[CH:26]=[CH:27][C:28](O)=[CH:29][CH:30]=1)=[O:24].